From a dataset of NCI-60 drug combinations with 297,098 pairs across 59 cell lines. Regression. Given two drug SMILES strings and cell line genomic features, predict the synergy score measuring deviation from expected non-interaction effect. (1) Drug 2: C(CC(=O)O)C(=O)CN.Cl. Cell line: SK-OV-3. Drug 1: C1CCC(C1)C(CC#N)N2C=C(C=N2)C3=C4C=CNC4=NC=N3. Synergy scores: CSS=5.15, Synergy_ZIP=-3.54, Synergy_Bliss=0.448, Synergy_Loewe=-1.94, Synergy_HSA=-0.754. (2) Drug 1: CC12CCC3C(C1CCC2NC(=O)OCC(F)(F)F)CCC4C3(C=CC(=O)N4C)C. Drug 2: CCC1=C2N=C(C=C(N2N=C1)NCC3=C[N+](=CC=C3)[O-])N4CCCCC4CCO. Cell line: UACC62. Synergy scores: CSS=47.5, Synergy_ZIP=2.94, Synergy_Bliss=3.90, Synergy_Loewe=-61.5, Synergy_HSA=3.07.